This data is from Reaction yield outcomes from USPTO patents with 853,638 reactions. The task is: Predict the reaction yield, written as a fraction of the theoretical maximum amount of product (1.0 means a 100% yield; for example, 0.34 means a 34% yield). (1) The reactants are [Cl:1][C:2]1[C:7]([CH:8]=[N:9][OH:10])=[C:6]([Cl:11])[CH:5]=[CH:4][N:3]=1.[Cl:12]N1C(=O)CCC1=O. The catalyst is CN(C=O)C. The product is [Cl:1][C:2]1[C:7]([C:8]([Cl:12])=[N:9][OH:10])=[C:6]([Cl:11])[CH:5]=[CH:4][N:3]=1. The yield is 0.870. (2) The reactants are [Br:1][C:2]1[CH:10]=[CH:9][C:5]([C:6]([OH:8])=O)=[CH:4][CH:3]=1.S(Cl)(Cl)=O.[CH3:15][CH:16]([NH2:18])[CH3:17]. The catalyst is C(Cl)Cl. The product is [Br:1][C:2]1[CH:3]=[CH:4][C:5]([C:6]([NH:18][CH:16]([CH3:17])[CH3:15])=[O:8])=[CH:9][CH:10]=1. The yield is 0.930. (3) The reactants are [C:1]([NH:3][C:4](=[N:12][C:13]1[CH:18]=[CH:17][C:16]([O:19][CH:20]([F:22])[F:21])=[C:15]([O:23][CH:24]([CH3:26])[CH3:25])[CH:14]=1)OC1C=CC=CC=1)#[N:2].[NH:27]([C:29]1[CH:34]=[CH:33][CH:32]=[CH:31][N:30]=1)[NH2:28]. The catalyst is CC(N(C)C)=O. The product is [F:22][CH:20]([F:21])[O:19][C:16]1[CH:17]=[CH:18][C:13]([NH:12][C:4]2[N:3]=[C:1]([NH2:2])[N:27]([C:29]3[CH:34]=[CH:33][CH:32]=[CH:31][N:30]=3)[N:28]=2)=[CH:14][C:15]=1[O:23][CH:24]([CH3:25])[CH3:26]. The yield is 0.970. (4) The reactants are [Cl:1][C:2]1[CH:27]=[CH:26][C:5]([CH2:6][N:7]2[C:12]([S:13][CH2:14][CH3:15])=[N:11][C:10](=[O:16])[N:9]([CH2:17][C:18]3[C:19](=[O:24])[NH:20][CH:21]=[CH:22][CH:23]=3)[C:8]2=[O:25])=[CH:4][CH:3]=1.[H-].[Na+].[CH3:30]OS(C(F)(F)F)(=O)=O.C(O)(=O)CC(CC(O)=O)(C(O)=O)O. The catalyst is CN(C=O)C. The product is [Cl:1][C:2]1[CH:3]=[CH:4][C:5]([CH2:6][N:7]2[C:12]([S:13][CH2:14][CH3:15])=[N:11][C:10](=[O:16])[N:9]([CH2:17][C:18]3[C:19](=[O:24])[N:20]([CH3:30])[CH:21]=[CH:22][CH:23]=3)[C:8]2=[O:25])=[CH:26][CH:27]=1. The yield is 0.840. (5) The reactants are [H-].[Al+3].[Li+].[H-].[H-].[H-].C(O[C:12]([N:14]1[CH2:19][CH2:18][NH:17][CH2:16][C@H:15]1[C:20](O)=[O:21])=O)(C)(C)C.O.[OH-].[Na+]. The catalyst is O1CCCC1. The product is [CH3:12][N:14]1[CH2:19][CH2:18][NH:17][CH2:16][C@H:15]1[CH2:20][OH:21]. The yield is 0.670. (6) The reactants are [C:1]1(=[C:6]2[C:19]3[CH:18]=[CH:17][C:16]([O:20][CH3:21])=[CH:15][C:14]=3[O:13][C:12]3[C:7]2=[CH:8][CH:9]=[C:10]([O:22][CH3:23])[CH:11]=3)[CH2:5][CH2:4][CH2:3][CH2:2]1. The catalyst is CO.[Pd]. The product is [CH:1]1([CH:6]2[C:7]3[CH:8]=[CH:9][C:10]([O:22][CH3:23])=[CH:11][C:12]=3[O:13][C:14]3[C:19]2=[CH:18][CH:17]=[C:16]([O:20][CH3:21])[CH:15]=3)[CH2:2][CH2:3][CH2:4][CH2:5]1. The yield is 0.970.